This data is from Kir2.1 potassium channel HTS with 301,493 compounds. The task is: Binary Classification. Given a drug SMILES string, predict its activity (active/inactive) in a high-throughput screening assay against a specified biological target. (1) The molecule is s1c(NC(C)(C)C)nc(c2cc3c(N(C(=O)C4CC4)CC3)cc2)c1. The result is 0 (inactive). (2) The molecule is S(=O)(=O)(N1CCCC1)c1ccc(cc1)C(=O)NCC(N(C)C)c1cc(OC)c(OC)cc1. The result is 0 (inactive). (3) The drug is O=C(NCc1ccc(cc1)C)Cc1c2c(n(c1)C)cccc2. The result is 0 (inactive). (4) The compound is O=C(N)C(=N\O)/c1ccccc1. The result is 0 (inactive). (5) The drug is O1CC(N=C1c1c2c(n(c1)CC)cccc2)(C)C. The result is 0 (inactive). (6) The molecule is S1C(CC(=O)N=C1N)C(=O)Nc1ccc(OC)cc1. The result is 0 (inactive).